From a dataset of Forward reaction prediction with 1.9M reactions from USPTO patents (1976-2016). Predict the product of the given reaction. (1) Given the reactants [OH:1][C:2]1[C:7]2[CH:8]=[C:9]([CH3:11])[O:10][C:6]=2[CH:5]=[C:4]([C:12]([O:14]CC)=O)[CH:3]=1.[F:17][C:18]1[CH:28]=[C:27](F)[CH:26]=[CH:25][C:19]=1[C:20]([N:22]([CH3:24])[CH3:23])=[O:21].[NH2:30][C:31]1[CH:36]=[CH:35][C:34]([CH3:37])=[CH:33][N:32]=1, predict the reaction product. The product is: [CH3:23][N:22]([CH3:24])[C:20]([C:19]1[CH:25]=[CH:26][C:27]([O:1][C:2]2[C:7]3[CH:8]=[C:9]([CH3:11])[O:10][C:6]=3[CH:5]=[C:4]([C:12]([NH:30][C:31]3[CH:36]=[CH:35][C:34]([CH3:37])=[CH:33][N:32]=3)=[O:14])[CH:3]=2)=[CH:28][C:18]=1[F:17])=[O:21]. (2) The product is: [Cl:1][C:2]1[CH:7]=[CH:6][C:5]([CH2:8][CH:9]2[CH2:13][CH2:12][N:11]=[C:10]2[S:14][CH3:17])=[CH:4][N:3]=1. Given the reactants [Cl:1][C:2]1[CH:7]=[CH:6][C:5]([CH2:8][CH:9]2[CH:13]=[CH:12][N-:11][C:10]2=[S:14])=[CH:4][N:3]=1.[H-].[Na+].[CH3:17]I, predict the reaction product. (3) Given the reactants [CH:1]12[C:13](=[O:14])[O:12][C:10](=[O:11])[CH:2]1[CH:3]1[C:8](=[O:9])[O:7][C:5](=[O:6])[CH:4]12.[CH:15]1[CH:20]=[C:19]([NH2:21])[CH:18]=[C:17]([C:22]([NH2:24])=[O:23])[CH:16]=1, predict the reaction product. The product is: [CH:2]12[C:10](=[O:11])[O:12][C:13](=[O:14])[CH:1]1[CH:4]1[C:5](=[O:6])[O:7][C:8](=[O:9])[CH:3]12.[CH:15]1[CH:20]=[C:19]([NH2:21])[CH:18]=[C:17]([C:22]([NH2:24])=[O:23])[CH:16]=1.